This data is from Peptide-MHC class II binding affinity with 134,281 pairs from IEDB. The task is: Regression. Given a peptide amino acid sequence and an MHC pseudo amino acid sequence, predict their binding affinity value. This is MHC class II binding data. (1) The peptide sequence is ITRVESENKVVILDSFDPLV. The MHC is DRB1_0101 with pseudo-sequence DRB1_0101. The binding affinity (normalized) is 0.426. (2) The peptide sequence is GRKSIALDLVTEIGR. The MHC is DRB1_0301 with pseudo-sequence DRB1_0301. The binding affinity (normalized) is 0.652. (3) The peptide sequence is GELHIVDKIDAAFKI. The MHC is DRB1_1501 with pseudo-sequence DRB1_1501. The binding affinity (normalized) is 0.445. (4) The peptide sequence is GPATPAAPAAGYTPA. The MHC is HLA-DPA10103-DPB10301 with pseudo-sequence HLA-DPA10103-DPB10301. The binding affinity (normalized) is 0.0138. (5) The peptide sequence is YGNGILVGDNSFVSA. The MHC is DRB3_0301 with pseudo-sequence DRB3_0301. The binding affinity (normalized) is 0.770. (6) The peptide sequence is IPVIVADDLTAAINK. The MHC is DRB1_0901 with pseudo-sequence DRB1_0901. The binding affinity (normalized) is 0.464. (7) The peptide sequence is TDDNEEPIAPYHFDLSGHAF. The MHC is HLA-DPA10301-DPB10402 with pseudo-sequence HLA-DPA10301-DPB10402. The binding affinity (normalized) is 0.258. (8) The peptide sequence is SLPLFTGQASFDLAA. The MHC is H-2-IAb with pseudo-sequence H-2-IAb. The binding affinity (normalized) is 0.237. (9) The MHC is DRB1_0801 with pseudo-sequence DRB1_0801. The peptide sequence is KKPFMKMNISVIMLLVS. The binding affinity (normalized) is 0. (10) The binding affinity (normalized) is 0.632. The peptide sequence is WKSDMSKLLNLKSDL. The MHC is DRB5_0101 with pseudo-sequence DRB5_0101.